This data is from Reaction yield outcomes from USPTO patents with 853,638 reactions. The task is: Predict the reaction yield, written as a fraction of the theoretical maximum amount of product (1.0 means a 100% yield; for example, 0.34 means a 34% yield). (1) The product is [C:8]([C:6]1[CH:5]=[CH:4][C:3]([CH2:14][OH:15])=[C:2]([CH3:1])[CH:7]=1)#[CH:9]. The reactants are [CH3:1][C:2]1[CH:7]=[C:6]([C:8]#[C:9][Si](C)(C)C)[CH:5]=[CH:4][C:3]=1[CH2:14][O:15][Si](C)(C)C.C(=O)([O-])[O-].[K+].[K+]. The yield is 0.340. The catalyst is CO. (2) The reactants are [I:1][C:2]1[N:7]2[N:8]=[CH:9][CH:10]=[C:6]2[C:5](C(O)=O)=[CH:4][CH:3]=1.C([N:17]([CH:20](C)C)CC)(C)C.C1(P(N=[N+]=[N-])(C2C=CC=CC=2)=[O:30])C=CC=CC=1.[C:40]([OH:44])([CH3:43])([CH3:42])[CH3:41]. The catalyst is C1(C)C=CC=CC=1. The product is [C:40]([O:44][C:20](=[O:30])[NH:17][C:5]1[C:6]2[N:7]([N:8]=[CH:9][CH:10]=2)[C:2]([I:1])=[CH:3][CH:4]=1)([CH3:43])([CH3:42])[CH3:41]. The yield is 0.670. (3) The reactants are Cl[C:2]1[N:11]=[CH:10][C:9]2[C:4](=[CH:5][CH:6]=[C:7]([C:12]3[C:17]([Cl:18])=[C:16]([O:19][CH3:20])[CH:15]=[C:14]([O:21][CH3:22])[C:13]=3[Cl:23])[CH:8]=2)[N:3]=1.[NH2:24][C@@H:25]1[CH2:30][CH2:29][CH2:28][CH2:27][C@@H:26]1[NH:31][C:32](=[O:38])[O:33][C:34]([CH3:37])([CH3:36])[CH3:35].C1CCN2C(=NCCC2)CC1. The catalyst is C(#N)C. The product is [Cl:23][C:13]1[C:14]([O:21][CH3:22])=[CH:15][C:16]([O:19][CH3:20])=[C:17]([Cl:18])[C:12]=1[C:7]1[CH:8]=[C:9]2[C:4](=[CH:5][CH:6]=1)[N:3]=[C:2]([NH:24][C@@H:25]1[CH2:30][CH2:29][CH2:28][CH2:27][C@@H:26]1[NH:31][C:32](=[O:38])[O:33][C:34]([CH3:36])([CH3:35])[CH3:37])[N:11]=[CH:10]2. The yield is 0.810. (4) The reactants are [NH2:1][C:2](=[N:4][C:5]1[S:6][C:7]([C:11]2[CH:16]=[CH:15][C:14]([NH:17][CH2:18][CH:19]3[CH2:24][CH2:23][N:22](C(OCC4C=CC=CC=4)=O)[CH2:21][CH2:20]3)=[CH:13][CH:12]=2)=[C:8]([CH3:10])[N:9]=1)[NH2:3].C[Si](I)(C)C. The catalyst is C(#N)C. The product is [CH2:7]([N:17]([CH2:18][CH:19]1[CH2:24][CH2:23][NH:22][CH2:21][CH2:20]1)[C:14]1[CH:15]=[CH:16][C:11]([C:7]2[S:6][C:5]([N:4]=[C:2]([NH2:3])[NH2:1])=[N:9][C:8]=2[CH3:10])=[CH:12][CH:13]=1)[C:11]1[CH:16]=[CH:15][CH:14]=[CH:13][CH:12]=1. The yield is 0.200. (5) The reactants are [C:1]([O:5][C:6]([N:8]1[CH2:13][CH2:12][CH:11]([C:14]([O:16][CH2:17][C:18]2[CH:23]=[CH:22][CH:21]=[CH:20][CH:19]=2)=[O:15])[CH2:10][CH2:9]1)=[O:7])([CH3:4])([CH3:3])[CH3:2].C[Si]([N-][Si](C)(C)C)(C)C.[K+].[C:34](=[O:36])=[O:35]. The catalyst is O1CCCC1. The product is [CH2:17]([O:16][C:14]([C:11]1([C:34]([OH:36])=[O:35])[CH2:12][CH2:13][N:8]([C:6]([O:5][C:1]([CH3:4])([CH3:2])[CH3:3])=[O:7])[CH2:9][CH2:10]1)=[O:15])[C:18]1[CH:23]=[CH:22][CH:21]=[CH:20][CH:19]=1. The yield is 0.680. (6) The reactants are Br[CH:2]1[CH2:4][C:3]1([C:11]1[CH:16]=[CH:15][CH:14]=[CH:13][CH:12]=1)[C:5]1[CH:10]=[CH:9][CH:8]=[CH:7][CH:6]=1.[Mg].II.Cl[P:21]([C:28]1[CH:33]=[CH:32][CH:31]=[CH:30][CH:29]=1)[C:22]1[CH:27]=[CH:26][CH:25]=[CH:24][CH:23]=1.[CH3:34]CCCCC. The catalyst is [Cu](I)I.C1COCC1. The product is [C:5]1([C:3]2([C:11]3[CH:16]=[CH:15][CH:14]=[CH:13][CH:12]=3)[CH2:4][C:2]2([P:21]([C:28]2[CH:33]=[CH:32][CH:31]=[CH:30][CH:29]=2)[C:22]2[CH:27]=[CH:26][CH:25]=[CH:24][CH:23]=2)[CH3:34])[CH:10]=[CH:9][CH:8]=[CH:7][CH:6]=1. The yield is 0.500.